Predict the reactants needed to synthesize the given product. From a dataset of Full USPTO retrosynthesis dataset with 1.9M reactions from patents (1976-2016). Given the product [CH2:17]([O:16][C:14]([C:13]1[S:12][C:2]([C:6]2[CH:11]=[CH:10][N:9]=[CH:8][CH:7]=2)=[CH:3][C:4]=1[NH2:5])=[O:15])[CH3:18], predict the reactants needed to synthesize it. The reactants are: Cl[C:2]([C:6]1[CH:11]=[CH:10][N:9]=[CH:8][CH:7]=1)=[CH:3][C:4]#[N:5].[SH:12][CH2:13][C:14]([O:16][CH2:17][CH3:18])=[O:15].[O-]CC.[Na+].C(OCC)(=O)C.